Predict the product of the given reaction. From a dataset of Forward reaction prediction with 1.9M reactions from USPTO patents (1976-2016). The product is: [CH2:11]([O:10][C:8](=[O:9])[NH:7][C:3]1([C:4](=[O:6])[NH:59][C:56]2([C:54]3[N:53]=[CH:52][O:51][CH:55]=3)[CH2:58][CH2:57]2)[CH2:2][CH2:1]1)[C:12]1[CH:17]=[CH:16][CH:15]=[CH:14][CH:13]=1. Given the reactants [CH2:1]1[C:3]([NH:7][C:8]([O:10][CH2:11][C:12]2[CH:17]=[CH:16][CH:15]=[CH:14][CH:13]=2)=[O:9])([C:4]([OH:6])=O)[CH2:2]1.CCN(C(C)C)C(C)C.CN(C(ON1N=NC2C=CC=NC1=2)=[N+](C)C)C.F[P-](F)(F)(F)(F)F.[O:51]1[CH:55]=[C:54]([C:56]2([NH2:59])[CH2:58][CH2:57]2)[N:53]=[CH:52]1, predict the reaction product.